This data is from Full USPTO retrosynthesis dataset with 1.9M reactions from patents (1976-2016). The task is: Predict the reactants needed to synthesize the given product. (1) Given the product [OH:22][NH:21][C:19]([C:14]1[CH:15]=[C:16]2[C:11](=[CH:12][CH:13]=1)[CH2:10][N:9]([C:7]([NH:6][CH2:5][CH2:4][CH2:3][O:2][CH3:1])=[O:8])[CH2:18][CH2:17]2)=[O:20], predict the reactants needed to synthesize it. The reactants are: [CH3:1][O:2][CH2:3][CH2:4][CH2:5][NH:6][C:7]([N:9]1[CH2:18][CH2:17][C:16]2[C:11](=[CH:12][CH:13]=[C:14]([C:19]([NH:21][O:22]C3CCCCO3)=[O:20])[CH:15]=2)[CH2:10]1)=[O:8].Cl. (2) Given the product [CH2:34]([O:33][C:31](=[O:32])[NH:16][CH2:15][C:13]1[N:14]=[C:9]2[C:8]([C:17]([F:18])([F:20])[F:19])=[CH:7][C:6]([C:3]3[CH:4]=[CH:5][O:1][CH:2]=3)=[CH:11][N:10]2[CH:12]=1)[C:35]1[CH:40]=[CH:39][CH:38]=[CH:37][CH:36]=1, predict the reactants needed to synthesize it. The reactants are: [O:1]1[CH:5]=[CH:4][C:3]([C:6]2[CH:7]=[C:8]([C:17]([F:20])([F:19])[F:18])[C:9]3[N:10]([CH:12]=[C:13]([CH2:15][NH2:16])[N:14]=3)[CH:11]=2)=[CH:2]1.C(N(CC)C(C)C)(C)C.Cl[C:31]([O:33][CH2:34][C:35]1[CH:40]=[CH:39][CH:38]=[CH:37][CH:36]=1)=[O:32].